This data is from Full USPTO retrosynthesis dataset with 1.9M reactions from patents (1976-2016). The task is: Predict the reactants needed to synthesize the given product. Given the product [CH3:35][N:36]1[C:40]([CH3:41])=[CH:39][C:38]([C:42]([CH:10]2[CH2:9][CH2:8][CH2:7][C:6]3[CH:5]=[C:4]([N:14]4[CH2:18][C@H:17]([CH2:19][NH:20][C:21](=[O:23])[CH3:22])[O:16][C:15]4=[O:24])[CH:3]=[C:2]([F:1])[C:12]=3[C:11]2=[O:13])=[O:43])=[N:37]1, predict the reactants needed to synthesize it. The reactants are: [F:1][C:2]1[C:12]2[C:11](=[O:13])[CH2:10][CH2:9][CH2:8][CH2:7][C:6]=2[CH:5]=[C:4]([N:14]2[CH2:18][C@H:17]([CH2:19][NH:20][C:21](=[O:23])[CH3:22])[O:16][C:15]2=[O:24])[CH:3]=1.[Li+].C[Si]([N-][Si](C)(C)C)(C)C.[CH3:35][N:36]1[C:40]([CH3:41])=[CH:39][C:38]([C:42](Cl)=[O:43])=[N:37]1.[Cl-].[NH4+].